Regression. Given two drug SMILES strings and cell line genomic features, predict the synergy score measuring deviation from expected non-interaction effect. From a dataset of NCI-60 drug combinations with 297,098 pairs across 59 cell lines. (1) Drug 1: C1=CC=C(C=C1)NC(=O)CCCCCCC(=O)NO. Drug 2: CC(C)(C#N)C1=CC(=CC(=C1)CN2C=NC=N2)C(C)(C)C#N. Cell line: TK-10. Synergy scores: CSS=-1.23, Synergy_ZIP=2.66, Synergy_Bliss=1.88, Synergy_Loewe=-1.11, Synergy_HSA=-1.95. (2) Drug 1: C1=NC2=C(N=C(N=C2N1C3C(C(C(O3)CO)O)F)Cl)N. Drug 2: CC1CCCC2(C(O2)CC(NC(=O)CC(C(C(=O)C(C1O)C)(C)C)O)C(=CC3=CSC(=N3)C)C)C. Cell line: RPMI-8226. Synergy scores: CSS=41.9, Synergy_ZIP=0.165, Synergy_Bliss=-1.33, Synergy_Loewe=-17.4, Synergy_HSA=0.169.